The task is: Predict the product of the given reaction.. This data is from Forward reaction prediction with 1.9M reactions from USPTO patents (1976-2016). (1) Given the reactants [Br:1][C:2]1[CH:3]=[C:4]2[C:12](=[CH:13][CH:14]=1)[NH:11][C:10]1[CH:9]([NH2:15])[CH2:8][CH2:7][CH2:6][C:5]2=1.[F:16][C:17]([F:26])([F:25])[C:18]1[CH:19]=[CH:20][C:21](Br)=[N:22][CH:23]=1, predict the reaction product. The product is: [Br:1][C:2]1[CH:3]=[C:4]2[C:12](=[CH:13][CH:14]=1)[NH:11][C:10]1[CH:9]([NH:15][C:21]3[CH:20]=[CH:19][C:18]([C:17]([F:26])([F:25])[F:16])=[CH:23][N:22]=3)[CH2:8][CH2:7][CH2:6][C:5]2=1. (2) Given the reactants [OH:1][C:2]1[CH:9]=[CH:8][C:5]([CH:6]=[O:7])=[CH:4][CH:3]=1.CC([O-])(C)C.[K+].[O:16]([CH2:46][C:47]1[CH:52]=[CH:51][CH:50]=[CH:49][CH:48]=1)[P:17](O[P:17]([O:18][CH2:19][C:20]1[CH:25]=[CH:24][CH:23]=[CH:22][CH:21]=1)([O:16][CH2:46][C:47]1[CH:52]=[CH:51][CH:50]=[CH:49][CH:48]=1)=[O:26])(=[O:26])[O:18][CH2:19][C:20]1[CH:25]=[CH:24][CH:23]=[CH:22][CH:21]=1.CCCCCC, predict the reaction product. The product is: [P:17]([O:1][C:2]1[CH:9]=[CH:8][C:5]([CH:6]=[O:7])=[CH:4][CH:3]=1)([O:16][CH2:46][C:47]1[CH:52]=[CH:51][CH:50]=[CH:49][CH:48]=1)([O:18][CH2:19][C:20]1[CH:25]=[CH:24][CH:23]=[CH:22][CH:21]=1)=[O:26]. (3) Given the reactants [CH3:1][N:2]1[CH2:7][CH2:6][C:5](=[O:8])[CH2:4][CH2:3]1.[CH3:9][N:10]([CH:12]=O)[CH3:11].CC(N(C)C)=O, predict the reaction product. The product is: [CH3:9][N:10](/[CH:12]=[C:4]1\[CH2:3][N:2]([CH3:1])[CH2:7][CH2:6][C:5]\1=[O:8])[CH3:11]. (4) Given the reactants [F:1][C:2]([F:19])([F:18])[C:3]1[CH:17]=[CH:16][C:6]([O:7][CH2:8][C:9]2[N:14]=[C:13]([NH2:15])[CH:12]=[CH:11][CH:10]=2)=[CH:5][CH:4]=1.[F:20][C:21]1[CH:22]=[CH:23][C:24]([CH3:31])=[C:25]([S:27](Cl)(=[O:29])=[O:28])[CH:26]=1, predict the reaction product. The product is: [F:20][C:21]1[CH:22]=[CH:23][C:24]([CH3:31])=[C:25]([S:27]([NH:15][C:13]2[CH:12]=[CH:11][CH:10]=[C:9]([CH2:8][O:7][C:6]3[CH:16]=[CH:17][C:3]([C:2]([F:1])([F:18])[F:19])=[CH:4][CH:5]=3)[N:14]=2)(=[O:29])=[O:28])[CH:26]=1. (5) The product is: [CH:21]([C:2]1[CH:11]=[C:10]2[C:5]([CH:6]=[CH:7][N:8]=[C:9]2[NH:12][C:13](=[O:20])[C:14]2[CH:19]=[CH:18][CH:17]=[CH:16][CH:15]=2)=[CH:4][CH:3]=1)=[O:22]. Given the reactants Br[C:2]1[CH:11]=[C:10]2[C:5]([CH:6]=[CH:7][N:8]=[C:9]2[NH:12][C:13](=[O:20])[C:14]2[CH:19]=[CH:18][CH:17]=[CH:16][CH:15]=2)=[CH:4][CH:3]=1.[CH:21](C1C=C2C(=CC=1)C(NC(=O)C1C=CC=CC=1)=NC=C2)=[O:22], predict the reaction product. (6) Given the reactants Br[C:2]1[CH:7]=[C:6]([O:8][CH2:9][CH2:10][CH2:11][O:12][CH3:13])[CH:5]=[C:4]([F:14])[CH:3]=1.[CH:15]([O:17]CCO)=[CH2:16].C(=O)([O-])[O-].[K+].[K+].Cl, predict the reaction product. The product is: [F:14][C:4]1[CH:3]=[C:2]([C:15](=[O:17])[CH3:16])[CH:7]=[C:6]([O:8][CH2:9][CH2:10][CH2:11][O:12][CH3:13])[CH:5]=1.